This data is from Full USPTO retrosynthesis dataset with 1.9M reactions from patents (1976-2016). The task is: Predict the reactants needed to synthesize the given product. (1) The reactants are: CC1(C)[O:6][C@H:5]2[C@H:7]([NH:12][C:13]3[N:18]4[N:19]=[C:20]([C:22]5[C:31]6[C:26](=[CH:27][CH:28]=[CH:29][CH:30]=6)[CH:25]=[CH:24][CH:23]=5)[CH:21]=[C:17]4[N:16]=[CH:15][CH:14]=3)[CH2:8][C@H:9]([CH2:10][OH:11])[C@H:4]2[O:3]1.Cl[S:34]([NH2:37])(=[O:36])=[O:35].Cl.O. Given the product [S:34](=[O:36])(=[O:35])([O:3][CH2:4][C@H:9]1[CH2:8][C@@H:7]([NH:12][C:13]2[N:18]3[N:19]=[C:20]([C:22]4[C:31]5[C:26](=[CH:27][CH:28]=[CH:29][CH:30]=5)[CH:25]=[CH:24][CH:23]=4)[CH:21]=[C:17]3[N:16]=[CH:15][CH:14]=2)[C@H:5]([OH:6])[C@@H:10]1[OH:11])[NH2:37], predict the reactants needed to synthesize it. (2) Given the product [CH:33]1([S:36]([NH:1][C:2]2[N:3]=[C:4]3[CH:9]=[CH:8][C:7]([O:10][C:11]4[CH:12]=[C:13]([NH:17][C:18]([C:20]5[C:25]([CH3:26])=[CH:24][CH:23]=[CH:22][N:21]=5)=[O:19])[CH:14]=[CH:15][CH:16]=4)=[CH:6][N:5]3[CH:27]=2)(=[O:38])=[O:37])[CH2:35][CH2:34]1, predict the reactants needed to synthesize it. The reactants are: [NH2:1][C:2]1[N:3]=[C:4]2[CH:9]=[CH:8][C:7]([O:10][C:11]3[CH:12]=[C:13]([NH:17][C:18]([C:20]4[C:25]([CH3:26])=[CH:24][CH:23]=[CH:22][N:21]=4)=[O:19])[CH:14]=[CH:15][CH:16]=3)=[CH:6][N:5]2[CH:27]=1.C(=O)([O-])O.[Na+].[CH:33]1([S:36](Cl)(=[O:38])=[O:37])[CH2:35][CH2:34]1.